From a dataset of Reaction yield outcomes from USPTO patents with 853,638 reactions. Predict the reaction yield, written as a fraction of the theoretical maximum amount of product (1.0 means a 100% yield; for example, 0.34 means a 34% yield). (1) The reactants are [CH3:1][C:2]1([CH3:14])[C:11]2[C:6](=[C:7]([CH3:12])[CH:8]=[CH:9][CH:10]=2)[NH:5][C:4](=[O:13])[CH2:3]1.[Cl:15][CH2:16][C:17](Cl)=[O:18].[Cl-].[Al+3].[Cl-].[Cl-]. The catalyst is C(=S)=S. The product is [Cl:15][CH2:16][C:17]([C:9]1[CH:10]=[C:11]2[C:6](=[C:7]([CH3:12])[CH:8]=1)[NH:5][C:4](=[O:13])[CH2:3][C:2]2([CH3:14])[CH3:1])=[O:18]. The yield is 0.960. (2) The reactants are [Cl-].[C:2]1([S+:8]([C:15]2[CH:20]=[CH:19][CH:18]=[CH:17][CH:16]=2)[C:9]2[CH:14]=[CH:13][CH:12]=[CH:11][CH:10]=2)[CH:7]=[CH:6][CH:5]=[CH:4][CH:3]=1.[F:21][C:22]([F:39])([S:35]([O-:38])(=[O:37])=[O:36])[CH2:23][O:24][S:25]([C:28]1[CH:34]=[CH:33][C:31]([CH3:32])=[CH:30][CH:29]=1)(=[O:27])=[O:26].[Na+]. The catalyst is ClCCl. The product is [F:39][C:22]([F:21])([S:35]([O-:38])(=[O:37])=[O:36])[CH2:23][O:24][S:25]([C:28]1[CH:29]=[CH:30][C:31]([CH3:32])=[CH:33][CH:34]=1)(=[O:27])=[O:26].[C:15]1([S+:8]([C:2]2[CH:3]=[CH:4][CH:5]=[CH:6][CH:7]=2)[C:9]2[CH:14]=[CH:13][CH:12]=[CH:11][CH:10]=2)[CH:16]=[CH:17][CH:18]=[CH:19][CH:20]=1. The yield is 0.740. (3) The reactants are Cl.O1CCOCC1.[Cl:8][C:9]1[N:10]=[C:11]([C:16]([NH:18][C@H:19]2[CH2:24][CH2:23][N:22]([C:25](OC(C)(C)C)=O)[CH2:21][C@H:20]2[F:32])=[O:17])[NH:12][C:13]=1[CH2:14][CH3:15].BrC1[S:35][C:36]([C:40]([O:42][CH2:43][CH3:44])=[O:41])=[C:37]([CH3:39])[N:38]=1.C(=O)([O-])[O-].[Na+].[Na+]. The catalyst is O. The product is [Cl:8][C:9]1[N:10]=[C:11]([C:16]([NH:18][C@H:19]2[CH2:24][CH2:23][N:22]([C:25]3[S:35][C:36]([C:40]([O:42][CH2:43][CH3:44])=[O:41])=[C:37]([CH3:39])[N:38]=3)[CH2:21][C@H:20]2[F:32])=[O:17])[NH:12][C:13]=1[CH2:14][CH3:15]. The yield is 0.560. (4) The reactants are Br[C:2]1[CH:3]=[C:4]([CH:6]=[C:7]([CH3:9])[CH:8]=1)[NH2:5].[B:10]1([B:10]2[O:14][C:13]([CH3:16])([CH3:15])[C:12]([CH3:18])([CH3:17])[O:11]2)[O:14][C:13]([CH3:16])([CH3:15])[C:12]([CH3:18])([CH3:17])[O:11]1.C([O-])(=O)C.[K+]. The catalyst is C(=CC(C=CC1C=CC=CC=1)=O)C1C=CC=CC=1.[Pd].C1(P(C2CCCCC2)C2C=CC=CC=2C2C(C(C)C)=CC(C(C)C)=CC=2C(C)C)CCCCC1.O1CCOCC1. The product is [CH3:9][C:7]1[CH:6]=[C:4]([CH:3]=[C:2]([B:10]2[O:14][C:13]([CH3:16])([CH3:15])[C:12]([CH3:18])([CH3:17])[O:11]2)[CH:8]=1)[NH2:5]. The yield is 0.880. (5) The reactants are [C:1]1([CH2:7][O:8][C:9]2[CH:14]=[CH:13][C:12]([C:15]3[C:24]([C:25]([F:28])([F:27])[F:26])=[CH:23][C:22]4[C:17](=[CH:18][CH:19]=[CH:20][CH:21]=4)[C:16]=3[OH:29])=[CH:11][CH:10]=2)[CH:6]=[CH:5][CH:4]=[CH:3][CH:2]=1.F[C:31]1[CH:38]=[CH:37][C:34]([CH:35]=[O:36])=[CH:33][CH:32]=1.C([O-])([O-])=O.[Cs+].[Cs+]. The catalyst is CS(C)=O. The product is [C:1]1([CH2:7][O:8][C:9]2[CH:14]=[CH:13][C:12]([C:15]3[C:24]([C:25]([F:27])([F:28])[F:26])=[CH:23][C:22]4[C:17](=[CH:18][CH:19]=[CH:20][CH:21]=4)[C:16]=3[O:29][C:31]3[CH:38]=[CH:37][C:34]([CH:35]=[O:36])=[CH:33][CH:32]=3)=[CH:11][CH:10]=2)[CH:6]=[CH:5][CH:4]=[CH:3][CH:2]=1. The yield is 0.710. (6) The reactants are [NH2:1][C@@H:2]1[C:11]2[C:6](=[CH:7][CH:8]=[CH:9][CH:10]=2)[C@H:5]([OH:12])[CH2:4][CH2:3]1.[H-].[Na+].F[C:16]1[CH:17]=[CH:18][C:19]2[N:20]([C:22]([N:25]([CH3:39])[CH2:26][CH2:27][O:28][Si:29]([CH:36]([CH3:38])[CH3:37])([CH:33]([CH3:35])[CH3:34])[CH:30]([CH3:32])[CH3:31])=[N:23][N:24]=2)[CH:21]=1.[NH4+].[Cl-]. The catalyst is CN(C=O)C.O. The product is [NH2:1][C@@H:2]1[C:11]2[C:6](=[CH:7][CH:8]=[CH:9][CH:10]=2)[C@H:5]([O:12][C:16]2[CH:17]=[CH:18][C:19]3[N:20]([C:22]([N:25]([CH3:39])[CH2:26][CH2:27][O:28][Si:29]([CH:33]([CH3:35])[CH3:34])([CH:30]([CH3:32])[CH3:31])[CH:36]([CH3:37])[CH3:38])=[N:23][N:24]=3)[CH:21]=2)[CH2:4][CH2:3]1. The yield is 0.290.